This data is from Peptide-MHC class I binding affinity with 185,985 pairs from IEDB/IMGT. The task is: Regression. Given a peptide amino acid sequence and an MHC pseudo amino acid sequence, predict their binding affinity value. This is MHC class I binding data. (1) The peptide sequence is STCYVFGLY. The MHC is HLA-B51:01 with pseudo-sequence HLA-B51:01. The binding affinity (normalized) is 0. (2) The peptide sequence is WVLAYMLFT. The MHC is HLA-A02:03 with pseudo-sequence HLA-A02:03. The binding affinity (normalized) is 0.314. (3) The peptide sequence is KYKDSTSVL. The MHC is H-2-Kd with pseudo-sequence H-2-Kd. The binding affinity (normalized) is 0.555. (4) The peptide sequence is EIIPKIKAY. The MHC is HLA-A69:01 with pseudo-sequence HLA-A69:01. The binding affinity (normalized) is 0.0847. (5) The peptide sequence is RVMVMVGATM. The MHC is Mamu-A02 with pseudo-sequence Mamu-A02. The binding affinity (normalized) is 0.960. (6) The peptide sequence is KIFEDQLLPFM. The MHC is H-2-Kb with pseudo-sequence H-2-Kb. The binding affinity (normalized) is 0.306. (7) The peptide sequence is YQSMIRPPY. The MHC is HLA-A24:02 with pseudo-sequence HLA-A24:02. The binding affinity (normalized) is 0.0847.